From a dataset of Full USPTO retrosynthesis dataset with 1.9M reactions from patents (1976-2016). Predict the reactants needed to synthesize the given product. (1) Given the product [OH:38][CH2:37][C:36]1[CH:39]=[CH:40][CH:41]=[CH:42][C:35]=1[S:34][C:29]1[CH:30]=[CH:31][CH:32]=[CH:33][C:28]=1[CH2:27][NH:26][C:2]1[N:11]=[C:10]([N:12]2[CH2:17][CH2:16][CH2:15][CH:14]([C:18]([N:20]3[CH2:25][CH2:24][O:23][CH2:22][CH2:21]3)=[O:19])[CH2:13]2)[C:9]2[C:4](=[CH:5][CH:6]=[CH:7][CH:8]=2)[N:3]=1, predict the reactants needed to synthesize it. The reactants are: Cl[C:2]1[N:11]=[C:10]([N:12]2[CH2:17][CH2:16][CH2:15][CH:14]([C:18]([N:20]3[CH2:25][CH2:24][O:23][CH2:22][CH2:21]3)=[O:19])[CH2:13]2)[C:9]2[C:4](=[CH:5][CH:6]=[CH:7][CH:8]=2)[N:3]=1.[NH2:26][CH2:27][C:28]1[CH:33]=[CH:32][CH:31]=[CH:30][C:29]=1[S:34][C:35]1[CH:42]=[CH:41][CH:40]=[CH:39][C:36]=1[CH2:37][OH:38]. (2) Given the product [CH3:4][C:2]([S:5]([NH:7][C:8]1([C:20]([F:23])([F:22])[F:21])[CH2:11][O:10][CH2:9]1)=[O:6])([CH3:1])[CH3:3], predict the reactants needed to synthesize it. The reactants are: [CH3:1][C:2]([S:5]([N:7]=[C:8]1[CH2:11][O:10][CH2:9]1)=[O:6])([CH3:4])[CH3:3].[F-].C[N+](C)(C)C.C[Si](C)(C)[C:20]([F:23])([F:22])[F:21]. (3) The reactants are: [CH:1]1([CH2:5][CH2:6][CH2:7][C@@H:8]([C:13]2[O:14][CH:15]=[C:16]([C:18]([N:20]([CH3:22])[CH3:21])=[O:19])[N:17]=2)[CH2:9][C:10](O)=[O:11])[CH2:4][CH2:3][CH2:2]1.CN1CCOCC1.ClC(OCC(C)C)=O.C[Si](C)(C)[O:40][NH2:41]. Given the product [CH:1]1([CH2:5][CH2:6][CH2:7][C@@H:8]([C:13]2[O:14][CH:15]=[C:16]([C:18]([N:20]([CH3:22])[CH3:21])=[O:19])[N:17]=2)[CH2:9][C:10]([NH:41][OH:40])=[O:11])[CH2:4][CH2:3][CH2:2]1, predict the reactants needed to synthesize it. (4) Given the product [C:1]1([C:7]2[CH:12]=[CH:11][C:10]([B:14]3[O:18][C:17]([CH3:20])([CH3:19])[C:16]([CH3:22])([CH3:21])[O:15]3)=[CH:9][N:8]=2)[CH:6]=[CH:5][CH:4]=[CH:3][CH:2]=1, predict the reactants needed to synthesize it. The reactants are: [C:1]1([C:7]2[CH:12]=[C:11](Br)[CH:10]=[CH:9][N:8]=2)[CH:6]=[CH:5][CH:4]=[CH:3][CH:2]=1.[B:14]1([B:14]2[O:18][C:17]([CH3:20])([CH3:19])[C:16]([CH3:22])([CH3:21])[O:15]2)[O:18][C:17]([CH3:20])([CH3:19])[C:16]([CH3:22])([CH3:21])[O:15]1.C([O-])(=O)C.[K+]. (5) The reactants are: [CH2:1]([O:3][C:4]([C:6]1[N:11]=[C:10](Br)[C:9]2[N:13]=[C:14]([C:16]3[CH:21]=[CH:20][CH:19]=[CH:18][CH:17]=3)[S:15][C:8]=2[C:7]=1[OH:22])=[O:5])[CH3:2].[CH2:23]([Sn]([CH2:23][CH2:24][CH2:25][CH3:26])([CH2:23][CH2:24][CH2:25][CH3:26])[CH2:23][CH2:24][CH2:25][CH3:26])[CH2:24][CH2:25][CH3:26]. Given the product [CH2:1]([O:3][C:4]([C:6]1[N:11]=[C:10]([CH2:23][CH2:24][CH2:25][CH3:26])[C:9]2[N:13]=[C:14]([C:16]3[CH:21]=[CH:20][CH:19]=[CH:18][CH:17]=3)[S:15][C:8]=2[C:7]=1[OH:22])=[O:5])[CH3:2], predict the reactants needed to synthesize it. (6) Given the product [CH2:1]([N:3]1[CH2:8][CH2:7][N:6]([C:9]([C:11]2[CH:16]=[CH:15][C:14]([CH3:17])=[C:13]([NH2:18])[CH:12]=2)=[O:10])[CH2:5][CH2:4]1)[CH3:2], predict the reactants needed to synthesize it. The reactants are: [CH2:1]([N:3]1[CH2:8][CH2:7][N:6]([C:9]([C:11]2[CH:16]=[CH:15][C:14]([CH3:17])=[C:13]([N+:18]([O-])=O)[CH:12]=2)=[O:10])[CH2:5][CH2:4]1)[CH3:2].